Dataset: TCR-epitope binding with 47,182 pairs between 192 epitopes and 23,139 TCRs. Task: Binary Classification. Given a T-cell receptor sequence (or CDR3 region) and an epitope sequence, predict whether binding occurs between them. (1) The epitope is GVAMPNLYK. The TCR CDR3 sequence is CASSPDGYEQYF. Result: 0 (the TCR does not bind to the epitope). (2) The epitope is IQYIDIGNY. The TCR CDR3 sequence is CASSGGLGNIQYF. Result: 0 (the TCR does not bind to the epitope).